Predict which catalyst facilitates the given reaction. From a dataset of Catalyst prediction with 721,799 reactions and 888 catalyst types from USPTO. Reactant: [C:1]([S@@:5](/[N:7]=[CH:8]/[C:9]1[O:13][N:12]=[C:11]([CH3:14])[C:10]=1[C:15]1[CH:23]=[CH:22][C:21]([Cl:24])=[CH:20][C:16]=1[C:17]([O-:19])=[O:18])=[O:6])([CH3:4])([CH3:3])[CH3:2].[Cl-].[C:26]([O:30][C:31](=[O:34])[CH2:32][Zn+])([CH3:29])([CH3:28])[CH3:27].Cl.[CH3:36]COC(C)=O. Product: [C:26]([O:30][C:31](=[O:34])[CH2:32][C@@H:8]([C:9]1[O:13][N:12]=[C:11]([CH3:14])[C:10]=1[C:15]1[CH:23]=[CH:22][C:21]([Cl:24])=[CH:20][C:16]=1[C:17]([O:19][CH3:36])=[O:18])[NH:7][S@:5]([C:1]([CH3:4])([CH3:2])[CH3:3])=[O:6])([CH3:29])([CH3:28])[CH3:27]. The catalyst class is: 37.